From a dataset of B-cell epitopes from IEDB database with 3,159 antigens for binding position prediction. Token-level Classification. Given an antigen amino acid sequence, predict which amino acid positions are active epitope sites capable of antibody binding. Output is a list of indices for active positions. (1) The epitope positions are: [71, 72, 73, 74, 75, 76, 77, 78, 79, 80, 81, 82, 83, 84, 85, 86, 87, 88]. The amino acids at these positions are: NGVWVMMDGNEQVEYPLK. Given the antigen sequence: KSKGATVLNLEHLLGYAPQQIDISNTRATQSQFDTWYEAVRMAYDIGETEMPTVMNGLMVWCIENGTSPNVNGVWVMMDGNEQVEYPLKPIVENAKPTLRQIMAHFSDVAEAYIEMRNKKEPYMPRYGLIRNLRDVGLARYAFDFYEVTSRTPVRAREAHIQMKAAALKSAQPRLFGLD, which amino acid positions are active epitope sites? (2) Given the antigen sequence: MKKNLLITSVLAMATVSGSVLAAVTNGQLTFNWQGVVPSAPVTQSSWAFVNGLDIPFTPGTEQLNITLDSNKDITARSVKPYDFFIVPVSGNVTPGAPVTRDTSANINSVNAFLSSVPVSNGFVGNKQLTLSTAVEAAKGEVAITLNGQALKVGSASPTVVTVASNKKESHISIDMNAKAAAADVAEGAAINFVAPVTFAVDI, which amino acid positions are active epitope sites? The epitope positions are: [82, 83, 84, 85, 86, 87, 88, 89, 90]. The amino acids at these positions are: DFFIVPVSG. (3) Given the antigen sequence: MSETAPAAPAAPAPAEKTPVKKKARKSAGAAKRKASGPPVSELITKAVAASKERSGVSLAALKKALAAAGYDVEKNNSRIKLGLKSLVSKGTLVQTKGTGASGSFKLNKKAASGEAKPKAKKAGAAKAKKPAGAAKKPKKATGAATPKKSAKKTPKKAKKPAAAAGAKKAKSPKKAKAAKPKKAPKSPAKAKAVKPKAAKPKTAKPKAAKPKKAAAKKK, which amino acid positions are active epitope sites? The epitope positions are: [93, 94, 95, 96, 97, 98, 99, 100, 101, 102, 103, 104, 105, 106, 107]. The amino acids at these positions are: VQTKGTGASGSFKLN. (4) Given the antigen sequence: EVKLVESGGGLVQPGGSRLSCATSGFTFSDFYMEWVRQPPGKRLEWIAASRNKANDYTTEYSASVKGRFIVSRDTSQSILYLQMNALRAEDTAIYYCARDYYGSSDWYFDVWG, which amino acid positions are active epitope sites? The epitope positions are: [48, 49, 50, 51, 52, 53, 54, 55, 56, 57, 58, 59, 60, 61, 62, 63, 64, 65, 66, 67... (24 total positions)]. The amino acids at these positions are: ASRNKANDYTTEYSASVKGRFIVS. (5) Given the antigen sequence: MLNKTDVSMLYITIMGMASEGDGNKYWLDYANNNTLGVSSLANIMLDSPGAAKFFGDSLLAGNEKDFVTKIYSIALGNTSDVDGINYWTKAITGGGEFTDSKGNVISVASLSKGDLIGAMINSMVNGGSAESKAIFEAKAAASDYFADATLGKDISGLDEGTTSKLISEINSASDLDKVKSEIDALKSELPNPGSTYDLTEGNDNLKGTDLDDTFNGTTYVGNGTNKSTLSAFDKIDGGAGRDTLNAQVLANNSASDAKLKSEDLVKALAGVTNVESVNIVTDLPNDTAITLNSGSTGMANLALDVLGSKLAGLTTDISGKLNIKVNGSVDALTAANAKSVNVDAVGAVTLTDTKAATNVNVKAAGDVTLTDTEAASSISVDANGAGKVTLTKATNVENLSVKNATNLTITAGGDKLNTVTLENVTLGDSSSAAAAIDFKGATTLNFNNVKMIDGSDSKIAHIKSSAETLNLNFSGKEATFALVTNQVTKVANITANADS..., which amino acid positions are active epitope sites? The epitope positions are: [20, 21, 22, 23, 24, 25, 26, 27, 28, 29, 30, 31, 32, 33, 34, 35, 36, 37, 38, 39]. The amino acids at these positions are: GDGNKYWLDYANNNTLGVSS. (6) Given the antigen sequence: ASGRTTGIVMDSGDGVTHTVPIYEGYALPHAILRLDLAGRDLTDYLMKILTERGYSFTTTAEREIVRDIKEKLCYVALDFEQEMATAASSSSLEKSYELPDGQVITIGNERFRCPEALFQPSFLGMESCGIHETTFNSIMKCDVDIRKDLYANTVLSGGTTMYPGIADRMQKKITALAPSTMKIKIIAPPERKYSVWIGGFILASLSTFQQMWISKQEYDESGPSIVHRKCF, which amino acid positions are active epitope sites? The epitope positions are: [213, 214, 215, 216, 217, 218, 219, 220, 221, 222, 223, 224, 225, 226, 227]. The amino acids at these positions are: ISKQEYDESGPSIVH.